From a dataset of Catalyst prediction with 721,799 reactions and 888 catalyst types from USPTO. Predict which catalyst facilitates the given reaction. The catalyst class is: 36. Product: [OH:36][C@:21]1([C:22]2[CH:23]=[CH:24][C:25]([CH2:28][O:29][CH2:30][C@@H:31]([CH3:35])[CH2:32][O:33][CH3:34])=[CH:26][CH:27]=2)[CH2:20][CH2:19][N:18]([C:37]([O:39][C:40]([CH3:43])([CH3:42])[CH3:41])=[O:38])[CH2:17][C@@H:16]1[C:13]1[CH:14]=[CH:15][C:10]([C:5]2[CH:6]=[CH:7][CH:8]=[CH:9][C:4]=2[CH2:3][CH2:2][NH:1][C:56](=[O:55])[CH2:57][OH:58])=[CH:11][C:12]=1[CH3:44]. Reactant: [NH2:1][CH2:2][CH2:3][C:4]1[CH:9]=[CH:8][CH:7]=[CH:6][C:5]=1[C:10]1[CH:15]=[CH:14][C:13]([C@@H:16]2[C@@:21]([OH:36])([C:22]3[CH:27]=[CH:26][C:25]([CH2:28][O:29][CH2:30][C@@H:31]([CH3:35])[CH2:32][O:33][CH3:34])=[CH:24][CH:23]=3)[CH2:20][CH2:19][N:18]([C:37]([O:39][C:40]([CH3:43])([CH3:42])[CH3:41])=[O:38])[CH2:17]2)=[C:12]([CH3:44])[CH:11]=1.CCN(CC)CC.C([O:55][CH2:56][C:57](Cl)=[O:58])(=O)C.[OH-].[Na+].